Dataset: Reaction yield outcomes from USPTO patents with 853,638 reactions. Task: Predict the reaction yield, written as a fraction of the theoretical maximum amount of product (1.0 means a 100% yield; for example, 0.34 means a 34% yield). (1) The reactants are C(N(S(F)(F)F)CC)C.[F:10][C:11]1[CH:16]=[CH:15][C:14]([S:17]([C@@:20]2([C:39]3[CH:44]=[CH:43][C:42]([C:45]([F:54])([C:50]([F:53])([F:52])[F:51])[C:46]([F:49])([F:48])[F:47])=[CH:41][CH:40]=3)[CH2:24][CH2:23][N:22]([C:25]([C:27]3(O)[CH2:32][CH2:31][CH:30]([C:33]([O:35][CH2:36][CH3:37])=[O:34])[CH2:29][CH2:28]3)=[O:26])[CH2:21]2)(=[O:19])=[O:18])=[CH:13][CH:12]=1. The catalyst is ClCCl. The product is [F:10][C:11]1[CH:16]=[CH:15][C:14]([S:17]([C@@:20]2([C:39]3[CH:40]=[CH:41][C:42]([C:45]([F:54])([C:50]([F:51])([F:52])[F:53])[C:46]([F:47])([F:48])[F:49])=[CH:43][CH:44]=3)[CH2:24][CH2:23][N:22]([C:25]([C:27]3[CH2:32][CH2:31][CH:30]([C:33]([O:35][CH2:36][CH3:37])=[O:34])[CH2:29][CH:28]=3)=[O:26])[CH2:21]2)(=[O:18])=[O:19])=[CH:13][CH:12]=1. The yield is 0.510. (2) The reactants are [N:1]1([C:7]2[N:12]=[CH:11][C:10]([NH2:13])=[C:9]([C:14]3[CH:19]=[CH:18][CH:17]=[CH:16][C:15]=3[CH3:20])[CH:8]=2)[CH2:6][CH2:5][O:4][CH2:3][CH2:2]1.[H-].[Al+3].[Li+].[H-].[H-].[H-].Cl.[OH-].[Na+].[CH:30](OC)(OC)OC. The catalyst is FC(F)(F)C(O)=O.O1CCCC1. The product is [CH3:30][NH:13][C:10]1[CH:11]=[N:12][C:7]([N:1]2[CH2:6][CH2:5][O:4][CH2:3][CH2:2]2)=[CH:8][C:9]=1[C:14]1[CH:19]=[CH:18][CH:17]=[CH:16][C:15]=1[CH3:20]. The yield is 0.660. (3) The reactants are [CH2:1]([CH:3]([N:6]1[CH2:11][CH2:10][NH:9][CH2:8][CH2:7]1)[CH2:4][CH3:5])[CH3:2].[Cl:12][C:13]([O:15][C:16]1[CH:21]=[CH:20][CH:19]=[CH:18][C:17]=1[N+:22]([O-:24])=[O:23])=[O:14]. The catalyst is C(Cl)Cl. The product is [ClH:12].[N+:22]([C:17]1[CH:18]=[CH:19][CH:20]=[CH:21][C:16]=1[O:15][C:13]([N:9]1[CH2:10][CH2:11][N:6]([CH:3]([CH2:4][CH3:5])[CH2:1][CH3:2])[CH2:7][CH2:8]1)=[O:14])([O-:24])=[O:23]. The yield is 0.860. (4) The reactants are [C:1]1([C:7]2[C:23]([C:24]3[CH:29]=[CH:28][C:27]([C:30]4([NH:34]C(=O)OC(C)(C)C)[CH2:33][CH2:32][CH2:31]4)=[CH:26][CH:25]=3)=[N:22][C:10]3[O:11][CH2:12][C:13]4[N:14]([C:15]([C:18]([F:21])([F:20])[F:19])=[N:16][N:17]=4)[C:9]=3[CH:8]=2)[CH:6]=[CH:5][CH:4]=[CH:3][CH:2]=1. The catalyst is C(O)(C(F)(F)F)=O. The product is [C:1]1([C:7]2[C:23]([C:24]3[CH:25]=[CH:26][C:27]([C:30]4([NH2:34])[CH2:33][CH2:32][CH2:31]4)=[CH:28][CH:29]=3)=[N:22][C:10]3[O:11][CH2:12][C:13]4[N:14]([C:15]([C:18]([F:20])([F:19])[F:21])=[N:16][N:17]=4)[C:9]=3[CH:8]=2)[CH:2]=[CH:3][CH:4]=[CH:5][CH:6]=1. The yield is 0.260.